The task is: Binary Classification. Given a drug SMILES string, predict its activity (active/inactive) in a high-throughput screening assay against a specified biological target.. This data is from HIV replication inhibition screening data with 41,000+ compounds from the AIDS Antiviral Screen. (1) The molecule is O=C(Nc1ccccc1)Nc1ccccn1. The result is 0 (inactive). (2) The molecule is O=C(O)Cn1ccc(=O)c2cc([N+](=O)[O-])ccc21.[NaH]. The result is 0 (inactive). (3) The compound is CCCCc1ccc(Nc2ncc3ncn(COCCO)c3n2)cc1. The result is 0 (inactive).